This data is from Catalyst prediction with 721,799 reactions and 888 catalyst types from USPTO. The task is: Predict which catalyst facilitates the given reaction. (1) Reactant: C1(P(C2C=CC=CC=2)C2C=CC=CC=2)C=CC=CC=1.[C:20]([Br:24])(Br)(Br)Br.[C:25]1([CH2:31][N:32]2[CH:36]=[C:35](CO)[N:34]=[N:33]2)[CH:30]=[CH:29][CH:28]=[CH:27][CH:26]=1. Product: [Br:24][CH2:20][C:35]1[N:34]=[N:33][N:32]([CH2:31][C:25]2[CH:26]=[CH:27][CH:28]=[CH:29][CH:30]=2)[CH:36]=1. The catalyst class is: 2. (2) Reactant: [Br:1][C:2]1[CH:9]=[C:8]([F:10])[CH:7]=[CH:6][C:3]=1[CH:4]=[O:5].[CH3:11][C@@H:12]([NH:21][CH3:22])[C@H:13](O)[C:14]1[CH:19]=[CH:18][CH:17]=[CH:16][CH:15]=1. Product: [Br:1][C:2]1[CH:9]=[C:8]([F:10])[CH:7]=[CH:6][C:3]=1[CH:4]1[N:21]([CH3:22])[C@H:12]([CH3:11])[C@@H:13]([C:14]2[CH:19]=[CH:18][CH:17]=[CH:16][CH:15]=2)[O:5]1. The catalyst class is: 11. (3) Reactant: C([O:3][C:4]([C:6]1[C:7]([NH2:14])=[N:8][C:9]([S:12][CH3:13])=[N:10][CH:11]=1)=[O:5])C.[OH-].[Li+]. The catalyst class is: 40. Product: [NH2:14][C:7]1[C:6]([C:4]([OH:5])=[O:3])=[CH:11][N:10]=[C:9]([S:12][CH3:13])[N:8]=1. (4) Reactant: C1(C)C=CC=CC=1.[Br:8][C:9]1[C:19]2[O:18][C:17]3[CH:20]=[CH:21][C:22]([N+:24]([O-:26])=[O:25])=[CH:23][C:16]=3[CH2:15][CH:14](O)[C:13]=2[CH:12]=[CH:11][CH:10]=1. Product: [Br:8][C:9]1[C:19]2[O:18][C:17]3[CH:20]=[CH:21][C:22]([N+:24]([O-:26])=[O:25])=[CH:23][C:16]=3[CH:15]=[CH:14][C:13]=2[CH:12]=[CH:11][CH:10]=1. The catalyst class is: 13. (5) Reactant: [Cl:1][C:2]1[CH:7]=[CH:6][C:5]([N:8]([CH2:18][C:19]2[CH:24]=[CH:23][C:22]([O:25][CH3:26])=[CH:21][C:20]=2[O:27][CH3:28])[C:9](=[O:17])/[CH:10]=[CH:11]/[C:12]([O:14][CH2:15][CH3:16])=[O:13])=[C:4]([CH:29]([C:31]2[CH:36]=[CH:35][CH:34]=[C:33]([O:37][CH:38]([F:40])[F:39])[C:32]=2[Cl:41])[OH:30])[CH:3]=1.N12CCCN=C1CCCCC2. Product: [Cl:1][C:2]1[CH:7]=[CH:6][C:5]2[N:8]([CH2:18][C:19]3[CH:24]=[CH:23][C:22]([O:25][CH3:26])=[CH:21][C:20]=3[O:27][CH3:28])[C:9](=[O:17])[C@@H:10]([CH2:11][C:12]([O:14][CH2:15][CH3:16])=[O:13])[O:30][C@H:29]([C:31]3[CH:36]=[CH:35][CH:34]=[C:33]([O:37][CH:38]([F:39])[F:40])[C:32]=3[Cl:41])[C:4]=2[CH:3]=1. The catalyst class is: 8. (6) Reactant: Cl[C:2]1[C:7]([C:8]2[CH:13]=[CH:12][N:11]=[CH:10][N:9]=2)=[CH:6][CH:5]=[CH:4][N:3]=1.[NH2:14][C:15]1[CH:16]=[C:17]([NH:22][C:23](=[O:32])[C:24]2[CH:29]=[CH:28][C:27]([Cl:30])=[C:26]([Cl:31])[CH:25]=2)[CH:18]=[CH:19][C:20]=1[CH3:21].C1C=CC(P(C2C(C3C(P(C4C=CC=CC=4)C4C=CC=CC=4)=CC=C4C=3C=CC=C4)=C3C(C=CC=C3)=CC=2)C2C=CC=CC=2)=CC=1.C([O-])([O-])=O.[K+].[K+]. Product: [Cl:31][C:26]1[CH:25]=[C:24]([CH:29]=[CH:28][C:27]=1[Cl:30])[C:23]([NH:22][C:17]1[CH:18]=[CH:19][C:20]([CH3:21])=[C:15]([NH:14][C:2]2[C:7]([C:8]3[CH:13]=[CH:12][N:11]=[CH:10][N:9]=3)=[CH:6][CH:5]=[CH:4][N:3]=2)[CH:16]=1)=[O:32]. The catalyst class is: 874. (7) Reactant: [CH:1](OCC)=[O:2].C(N(CC)CC)C.[Cl:13][C:14]1[CH:15]=[CH:16][C:17]2[NH:23][C:22]3[CH:24]=[CH:25][CH:26]=[CH:27][C:21]=3[C:20]([N:28]3[CH2:33][CH2:32][NH:31][CH2:30][CH2:29]3)=[N:19][C:18]=2[CH:34]=1. Product: [Cl:13][C:14]1[CH:15]=[CH:16][C:17]2[NH:23][C:22]3[CH:24]=[CH:25][CH:26]=[CH:27][C:21]=3[C:20]([N:28]3[CH2:33][CH2:32][N:31]([CH:1]=[O:2])[CH2:30][CH2:29]3)=[N:19][C:18]=2[CH:34]=1. The catalyst class is: 12. (8) Reactant: [C:9](O[C:9]([O:11][C:12]([CH3:15])([CH3:14])[CH3:13])=[O:10])([O:11][C:12]([CH3:15])([CH3:14])[CH3:13])=[O:10].[C:16]([C:18]1[C:19]([F:46])=[C:20]([N:25]([CH3:45])[C:26]([C:28]2[N:32]([CH3:33])[N:31]=[C:30]([C:34]([F:40])([F:39])[C:35]([F:38])([F:37])[F:36])[C:29]=2[C:41]([F:44])([F:43])[F:42])=[O:27])[CH:21]=[CH:22][C:23]=1[F:24])#[N:17].[BH4-].[Na+].NCCNCCN. Product: [F:46][C:19]1[C:20]([N:25]([CH3:45])[C:26]([C:28]2[N:32]([CH3:33])[N:31]=[C:30]([C:34]([F:39])([F:40])[C:35]([F:38])([F:37])[F:36])[C:29]=2[C:41]([F:44])([F:42])[F:43])=[O:27])=[CH:21][CH:22]=[C:23]([F:24])[C:18]=1[CH2:16][NH:17][C:9](=[O:10])[O:11][C:12]([CH3:13])([CH3:14])[CH3:15]. The catalyst class is: 5.